Dataset: Reaction yield outcomes from USPTO patents with 853,638 reactions. Task: Predict the reaction yield, written as a fraction of the theoretical maximum amount of product (1.0 means a 100% yield; for example, 0.34 means a 34% yield). The reactants are [F:1][CH2:2][CH2:3][N:4]1[CH2:7][CH:6]([NH:8][C:9]2[CH:14]=[CH:13][C:12]([NH2:15])=[C:11]([O:16][CH3:17])[CH:10]=2)[CH2:5]1.[C:18]([O:24][CH2:25][N:26]1[C:30]2[N:31]=[C:32](Cl)[N:33]=[C:34]([O:35][C:36]3[CH:41]=[CH:40][CH:39]=[C:38]([N+:42]([O-:44])=[O:43])[CH:37]=3)[C:29]=2[CH:28]=[CH:27]1)(=[O:23])[C:19]([CH3:22])([CH3:21])[CH3:20].C(=O)([O-])[O-].[K+].[K+].C1(P(C2CCCCC2)C2C=CC=CC=2C2C(C(C)C)=CC(C(C)C)=CC=2C(C)C)CCCCC1. The catalyst is C1C=CC(/C=C/C(/C=C/C2C=CC=CC=2)=O)=CC=1.C1C=CC(/C=C/C(/C=C/C2C=CC=CC=2)=O)=CC=1.C1C=CC(/C=C/C(/C=C/C2C=CC=CC=2)=O)=CC=1.[Pd].[Pd].CC(O)(C)C. The product is [C:18]([O:24][CH2:25][N:26]1[C:30]2[N:31]=[C:32]([NH:15][C:12]3[CH:13]=[CH:14][C:9]([NH:8][CH:6]4[CH2:7][N:4]([CH2:3][CH2:2][F:1])[CH2:5]4)=[CH:10][C:11]=3[O:16][CH3:17])[N:33]=[C:34]([O:35][C:36]3[CH:41]=[CH:40][CH:39]=[C:38]([N+:42]([O-:44])=[O:43])[CH:37]=3)[C:29]=2[CH:28]=[CH:27]1)(=[O:23])[C:19]([CH3:22])([CH3:21])[CH3:20]. The yield is 0.740.